Dataset: Forward reaction prediction with 1.9M reactions from USPTO patents (1976-2016). Task: Predict the product of the given reaction. (1) Given the reactants [Cl:1][C:2]1[C:3]([C:12]2[O:13][CH:14]=[CH:15][CH:16]=2)=[N:4][C:5]([NH2:11])=[N:6][C:7]=1S(C)=O.[NH2:17][CH2:18][CH2:19][C:20]1[CH:25]=[CH:24][C:23]([OH:26])=[CH:22][CH:21]=1, predict the reaction product. The product is: [NH2:11][C:5]1[N:6]=[C:7]([NH:17][CH2:18][CH2:19][C:20]2[CH:25]=[CH:24][C:23]([OH:26])=[CH:22][CH:21]=2)[C:2]([Cl:1])=[C:3]([C:12]2[O:13][CH:14]=[CH:15][CH:16]=2)[N:4]=1. (2) Given the reactants Br[CH2:2][CH2:3][CH2:4][CH2:5][O:6][C:7]1[CH:25]=[CH:24][C:10]2[C:11]([C:14]3[CH:19]=[CH:18][C:17]([C:20]([F:23])([F:22])[F:21])=[CH:16][CH:15]=3)=[N:12][S:13][C:9]=2[CH:8]=1.[NH:26]1[CH2:31][CH2:30][CH2:29][CH2:28][CH2:27]1, predict the reaction product. The product is: [N:26]1([CH2:2][CH2:3][CH2:4][CH2:5][O:6][C:7]2[CH:25]=[CH:24][C:10]3[C:11]([C:14]4[CH:19]=[CH:18][C:17]([C:20]([F:23])([F:22])[F:21])=[CH:16][CH:15]=4)=[N:12][S:13][C:9]=3[CH:8]=2)[CH2:31][CH2:30][CH2:29][CH2:28][CH2:27]1. (3) The product is: [OH:1][C:2]([C:7]1[CH:8]=[C:9]2[C:32](=[CH:33][CH:34]=1)[C:13]1=[N:14][O:15][C:16]([C:17]3[C:21]([C:22]([F:23])([F:25])[F:24])=[C:20]([C:26]4[CH:31]=[CH:30][CH:29]=[CH:28][CH:27]=4)[O:19][N:18]=3)=[C:12]1[CH2:11][CH2:10]2)([CH3:6])[C:3]([NH:35][CH2:36][CH2:37][OH:38])=[O:5]. Given the reactants [OH:1][C:2]([C:7]1[CH:8]=[C:9]2[C:32](=[CH:33][CH:34]=1)[C:13]1=[N:14][O:15][C:16]([C:17]3[C:21]([C:22]([F:25])([F:24])[F:23])=[C:20]([C:26]4[CH:31]=[CH:30][CH:29]=[CH:28][CH:27]=4)[O:19][N:18]=3)=[C:12]1[CH2:11][CH2:10]2)([CH3:6])[C:3]([OH:5])=O.[NH2:35][CH2:36][CH2:37][OH:38].CN1CCOCC1.F[P-](F)(F)(F)(F)F.N1(O[P+](N(C)C)(N(C)C)N(C)C)C2C=CC=CC=2N=N1, predict the reaction product. (4) Given the reactants [NH2:1][C:2]1[C:10]2[C:5](=[CH:6][CH:7]=[C:8]([C:11]3[N:12]=[N:13][N:14]([CH2:16][C:17]4[CH:22]=[CH:21][CH:20]=[CH:19][CH:18]=4)[CH:15]=3)[CH:9]=2)[N:4](C(OC(C)(C)C)=O)[N:3]=1.[CH:30]1([CH:33]=O)[CH2:32][CH2:31]1.C(O[BH-](OC(=O)C)OC(=O)C)(=O)C.[Na+].C(O)(=O)C.Cl, predict the reaction product. The product is: [CH2:16]([N:14]1[CH:15]=[C:11]([C:8]2[CH:9]=[C:10]3[C:5](=[CH:6][CH:7]=2)[NH:4][N:3]=[C:2]3[NH:1][CH2:33][CH:30]2[CH2:32][CH2:31]2)[N:12]=[N:13]1)[C:17]1[CH:22]=[CH:21][CH:20]=[CH:19][CH:18]=1.